From a dataset of Reaction yield outcomes from USPTO patents with 853,638 reactions. Predict the reaction yield, written as a fraction of the theoretical maximum amount of product (1.0 means a 100% yield; for example, 0.34 means a 34% yield). (1) The reactants are [NH2:1][C@H:2]([C:5]1[N:6]([C:17]2[CH:22]=[CH:21][CH:20]=[CH:19][CH:18]=2)[C:7]2[C:13]([C:14]#[N:15])=[C:12]([F:16])[CH:11]=[CH:10][C:8]=2[N:9]=1)[CH2:3][CH3:4].Cl[C:24]1[N:32]=[CH:31][N:30]=[C:29]2[C:25]=1[N:26]=[CH:27][N:28]2C1CCCCO1.CCN(C(C)C)C(C)C.Cl.O1CCOCC1. The catalyst is CC(O)C. The product is [F:16][C:12]1[CH:11]=[CH:10][C:8]2[N:9]=[C:5]([C@@H:2]([NH:1][C:24]3[N:32]=[CH:31][N:30]=[C:29]4[C:25]=3[N:26]=[CH:27][NH:28]4)[CH2:3][CH3:4])[N:6]([C:17]3[CH:22]=[CH:21][CH:20]=[CH:19][CH:18]=3)[C:7]=2[C:13]=1[C:14]#[N:15]. The yield is 0.570. (2) The reactants are [Br:1]N1C(=O)CCC1=O.C1(P(C2C=CC=CC=2)C2C=CC=CC=2)C=CC=CC=1.[Cl:28][C:29]1[CH:34]=[CH:33][C:32]([CH2:35][O:36][CH2:37][CH2:38]O)=[CH:31][CH:30]=1. The catalyst is C(Cl)Cl.[Al]. The product is [Br:1][CH2:38][CH2:37][O:36][CH2:35][C:32]1[CH:33]=[CH:34][C:29]([Cl:28])=[CH:30][CH:31]=1. The yield is 0.570.